This data is from Catalyst prediction with 721,799 reactions and 888 catalyst types from USPTO. The task is: Predict which catalyst facilitates the given reaction. (1) Reactant: NC1C=CC=C2[C:3]=1[C:4](=O)[N:5]([CH:13]1[CH2:18]C[C:16](=O)[NH:15][C:14]1=O)[C:6]([CH3:12])=N2.[C:22](Cl)(=O)C.CCN(CC)CC.C(#N)C. Product: [CH3:12][CH2:6][N:5]([CH:4]([CH3:3])[CH3:22])[CH:13]([CH3:14])[CH3:18].[NH:5]1[CH:13]=[CH:14][N:15]=[CH:16]1. The catalyst class is: 7. (2) Reactant: [Br:1][C:2]1[C:10]2[C:9](Cl)=[N:8][CH:7]=[N:6][C:5]=2[S:4][C:3]=1[C:12]1[CH:17]=[CH:16][C:15]([F:18])=[CH:14][CH:13]=1.[OH:19][C@H:20]([CH2:26][C:27]1[CH:32]=[CH:31][CH:30]=[CH:29][C:28]=1[O:33][CH3:34])[C:21]([O:23][CH2:24][CH3:25])=[O:22].C([O-])([O-])=O.[Cs+].[Cs+].C(O)(C)(C)C. Product: [Br:1][C:2]1[C:10]2[C:9]([O:19][C@H:20]([CH2:26][C:27]3[CH:32]=[CH:31][CH:30]=[CH:29][C:28]=3[O:33][CH3:34])[C:21]([O:23][CH2:24][CH3:25])=[O:22])=[N:8][CH:7]=[N:6][C:5]=2[S:4][C:3]=1[C:12]1[CH:17]=[CH:16][C:15]([F:18])=[CH:14][CH:13]=1. The catalyst class is: 170. (3) Reactant: ClC(Cl)(O[C:5](=[O:11])OC(Cl)(Cl)Cl)Cl.[NH2:13][C:14]1[C:19]2[O:20][CH2:21][C:22](=[O:24])[NH:23][C:18]=2[CH:17]=[CH:16][CH:15]=1.CCN(C(C)C)C(C)C.[F:34][C:35]([F:45])([F:44])[C:36]1[CH:37]=[CH:38][C:39]([CH2:42][NH2:43])=[N:40][CH:41]=1. Product: [O:24]=[C:22]1[NH:23][C:18]2[CH:17]=[CH:16][CH:15]=[C:14]([NH:13][C:5]([NH:43][CH2:42][C:39]3[CH:38]=[CH:37][C:36]([C:35]([F:45])([F:34])[F:44])=[CH:41][N:40]=3)=[O:11])[C:19]=2[O:20][CH2:21]1. The catalyst class is: 2.